From a dataset of Reaction yield outcomes from USPTO patents with 853,638 reactions. Predict the reaction yield, written as a fraction of the theoretical maximum amount of product (1.0 means a 100% yield; for example, 0.34 means a 34% yield). (1) The reactants are [Br:1][C:2]1[CH:3]=[C:4]([NH2:13])[C:5]([N:8]([CH2:10][CH2:11]Cl)[CH3:9])=[CH:6][CH:7]=1.C([O-])([O-])=O.[K+].[K+]. The catalyst is CN(C=O)C.O. The product is [Br:1][C:2]1[CH:3]=[C:4]2[C:5](=[CH:6][CH:7]=1)[N:8]([CH3:9])[CH2:10][CH2:11][NH:13]2. The yield is 1.00. (2) The reactants are [Cl:1][C:2]1[CH:3]=[C:4]([CH2:21][CH2:22][O:23]C(=O)C)[CH:5]=[C:6]([Cl:20])[C:7]=1[O:8][C:9]1[CH:14]=[C:13]([CH:15]([CH3:17])[CH3:16])[C:12](=[O:18])[N:11]([CH3:19])[N:10]=1.[OH-].[Na+]. The catalyst is CO. The product is [Cl:1][C:2]1[CH:3]=[C:4]([CH2:21][CH2:22][OH:23])[CH:5]=[C:6]([Cl:20])[C:7]=1[O:8][C:9]1[CH:14]=[C:13]([CH:15]([CH3:17])[CH3:16])[C:12](=[O:18])[N:11]([CH3:19])[N:10]=1. The yield is 0.970. (3) The reactants are [Cl:1][C:2]1[CH:7]=[C:6]([Cl:8])[CH:5]=[CH:4][C:3]=1[C:9]1[CH:10]=[C:11]2[C@@H:22]3[CH2:23][N:24]([C:27]([O:29][C:30]([CH3:33])([CH3:32])[CH3:31])=[O:28])[CH2:25][CH2:26][C@@H:21]3[N:13]3[CH2:14][C:15](=O)[N:16]([CH3:19])[C:17]([CH:18]=1)=[C:12]23.B.C1COCC1.CC1C=CC=CC=1C.C=CCCCCCC. The catalyst is C1COCC1. The product is [Cl:1][C:2]1[CH:7]=[C:6]([Cl:8])[CH:5]=[CH:4][C:3]=1[C:9]1[CH:10]=[C:11]2[C@@H:22]3[CH2:23][N:24]([C:27]([O:29][C:30]([CH3:33])([CH3:32])[CH3:31])=[O:28])[CH2:25][CH2:26][C@@H:21]3[N:13]3[CH2:14][CH2:15][N:16]([CH3:19])[C:17]([CH:18]=1)=[C:12]23. The yield is 0.580.